This data is from Catalyst prediction with 721,799 reactions and 888 catalyst types from USPTO. The task is: Predict which catalyst facilitates the given reaction. (1) Reactant: [C:1]([NH:4][CH2:5][CH2:6][CH2:7][S:8]([O:11][CH2:12][C:13]([CH3:35])([CH3:34])[C@@H:14]([O:26]CC1C=CC=CC=1)[C:15]([O:17][CH2:18][O:19][C:20]([O:22][CH:23]([CH3:25])[CH3:24])=[O:21])=[O:16])(=[O:10])=[O:9])(=[O:3])[CH3:2]. Product: [C:1]([NH:4][CH2:5][CH2:6][CH2:7][S:8]([O:11][CH2:12][C:13]([CH3:34])([CH3:35])[C@@H:14]([OH:26])[C:15]([O:17][CH2:18][O:19][C:20]([O:22][CH:23]([CH3:24])[CH3:25])=[O:21])=[O:16])(=[O:9])=[O:10])(=[O:3])[CH3:2]. The catalyst class is: 63. (2) Reactant: [C:1]([C:3]1[CH:4]=[C:5]([CH2:9][C:10]2[N:11]=[C:12]3[S:19][C:18]([CH3:20])=[C:17]([CH:21]4[CH2:23][CH:22]4[C:24]([NH2:26])=O)[N:13]3[C:14](=[O:16])[CH:15]=2)[CH:6]=[CH:7][CH:8]=1)#[N:2].N12CCCN=C1CCCCC2.C(OP(Cl)(Cl)=O)C. The catalyst class is: 2. Product: [C:24]([CH:22]1[CH2:23][CH:21]1[C:17]1[N:13]2[C:14](=[O:16])[CH:15]=[C:10]([CH2:9][C:5]3[CH:4]=[C:3]([CH:8]=[CH:7][CH:6]=3)[C:1]#[N:2])[N:11]=[C:12]2[S:19][C:18]=1[CH3:20])#[N:26]. (3) Reactant: C([O:3][C:4]([C:6]1[N:7]([C:25]2[CH:30]=[CH:29][C:28]([O:31][CH:32]3[CH2:36][CH2:35][CH2:34][CH2:33]3)=[CH:27][CH:26]=2)[C:8]2[C:13]([CH:14]=1)=[CH:12][C:11]([C:15]1[CH:20]=[CH:19][C:18]([C:21]([CH3:24])([CH3:23])[CH3:22])=[CH:17][CH:16]=1)=[CH:10][CH:9]=2)=O)C.[H-].[H-].[H-].[H-].[Li+].[Al+3].[NH4+].[Cl-].CCOC(C)=O. Product: [C:21]([C:18]1[CH:19]=[CH:20][C:15]([C:11]2[CH:12]=[C:13]3[C:8](=[CH:9][CH:10]=2)[N:7]([C:25]2[CH:26]=[CH:27][C:28]([O:31][CH:32]4[CH2:36][CH2:35][CH2:34][CH2:33]4)=[CH:29][CH:30]=2)[C:6]([CH2:4][OH:3])=[CH:14]3)=[CH:16][CH:17]=1)([CH3:24])([CH3:22])[CH3:23]. The catalyst class is: 28. (4) Reactant: [CH2:1]([O:3][P:4]([C:9]1[S:10][C:11]([C:14](=O)[CH3:15])=[CH:12][CH:13]=1)(=[O:8])[O:5][CH2:6][CH3:7])[CH3:2].[NH2:17][C:18]([NH2:20])=[S:19]. Product: [CH2:1]([O:3][P:4]([C:9]1[S:10][C:11]([C:14]2[S:19][C:18]([NH2:20])=[N:17][CH:15]=2)=[CH:12][CH:13]=1)(=[O:8])[O:5][CH2:6][CH3:7])[CH3:2]. The catalyst class is: 351.